Dataset: Reaction yield outcomes from USPTO patents with 853,638 reactions. Task: Predict the reaction yield, written as a fraction of the theoretical maximum amount of product (1.0 means a 100% yield; for example, 0.34 means a 34% yield). (1) The reactants are [Cl:1][C:2]([Cl:6])([Cl:5])[C:3]#[N:4].[CH2:7]([O:9][C:10](=[O:14])[CH2:11][C:12]#[N:13])[CH3:8]. The catalyst is C(O)C.C(N(CC)CC)C. The product is [NH2:4]/[C:3](/[C:2]([Cl:6])([Cl:5])[Cl:1])=[C:11](/[C:12]#[N:13])\[C:10]([O:9][CH2:7][CH3:8])=[O:14]. The yield is 0.900. (2) The reactants are [CH3:1][C:2](C)([O-])C.[K+].[C:7]([O:11][C:12]([N:14]1[CH2:19][CH2:18][CH2:17][C:16](=O)[CH2:15]1)=[O:13])([CH3:10])([CH3:9])[CH3:8].O. The catalyst is C1COCC1.[Br-].C([P+](C1C=CC=CC=1)(C1C=CC=CC=1)C1C=CC=CC=1)C. The product is [C:7]([O:11][C:12]([N:14]1[CH2:19][CH2:18][CH2:17][C:16](=[CH:1][CH3:2])[CH2:15]1)=[O:13])([CH3:10])([CH3:9])[CH3:8]. The yield is 1.00. (3) The reactants are C[O:2][C:3]([C:5]1[CH:10]=[C:9]([Br:11])[C:8](=[O:12])[N:7]([CH3:13])[C:6]=1[NH:14][C:15]1[CH:20]=[CH:19][C:18]([Br:21])=[CH:17][C:16]=1[F:22])=[O:4].COC(C1C=CC(=O)N(C)C=1NC1C=CC(Br)=CC=1F)=O.BrN1C(=O)CCC1=O. The catalyst is CN(C=O)C. The product is [Br:11][C:9]1[C:8](=[O:12])[N:7]([CH3:13])[C:6]([NH:14][C:15]2[CH:20]=[CH:19][C:18]([Br:21])=[CH:17][C:16]=2[F:22])=[C:5]([C:3]([OH:4])=[O:2])[CH:10]=1. The yield is 0.850.